From a dataset of NCI-60 drug combinations with 297,098 pairs across 59 cell lines. Regression. Given two drug SMILES strings and cell line genomic features, predict the synergy score measuring deviation from expected non-interaction effect. (1) Drug 1: C#CCC(CC1=CN=C2C(=N1)C(=NC(=N2)N)N)C3=CC=C(C=C3)C(=O)NC(CCC(=O)O)C(=O)O. Drug 2: C1=NNC2=C1C(=O)NC=N2. Cell line: MALME-3M. Synergy scores: CSS=12.4, Synergy_ZIP=1.31, Synergy_Bliss=6.10, Synergy_Loewe=7.22, Synergy_HSA=7.22. (2) Drug 1: CC1C(C(CC(O1)OC2CC(CC3=C2C(=C4C(=C3O)C(=O)C5=C(C4=O)C(=CC=C5)OC)O)(C(=O)C)O)N)O.Cl. Drug 2: C1=NC2=C(N=C(N=C2N1C3C(C(C(O3)CO)O)F)Cl)N. Cell line: IGROV1. Synergy scores: CSS=25.5, Synergy_ZIP=-11.1, Synergy_Bliss=-3.42, Synergy_Loewe=-8.10, Synergy_HSA=-0.805. (3) Drug 1: C(CN)CNCCSP(=O)(O)O. Drug 2: CC1CCCC2(C(O2)CC(NC(=O)CC(C(C(=O)C(C1O)C)(C)C)O)C(=CC3=CSC(=N3)C)C)C. Cell line: U251. Synergy scores: CSS=46.3, Synergy_ZIP=7.35, Synergy_Bliss=2.50, Synergy_Loewe=-36.4, Synergy_HSA=-5.01.